Predict the reactants needed to synthesize the given product. From a dataset of Full USPTO retrosynthesis dataset with 1.9M reactions from patents (1976-2016). (1) Given the product [CH:42]([C:41]1[CH:40]=[CH:39][CH:38]=[C:37]([CH:45]([CH3:47])[CH3:46])[C:36]=1[N:32]1[CH:33]=[CH:34][N:35]=[C:31]1[C:27]1[CH:28]=[C:29]([CH:30]=[CH:25][CH:26]=1)[O:17][C:13]1[CH:12]=[C:11]([C:1]2[C:10]3[C:5](=[CH:6][CH:7]=[CH:8][CH:9]=3)[CH:4]=[CH:3][N:2]=2)[CH:16]=[CH:15][CH:14]=1)([CH3:43])[CH3:44], predict the reactants needed to synthesize it. The reactants are: [C:1]1([C:11]2[CH:12]=[C:13]([OH:17])[CH:14]=[CH:15][CH:16]=2)[C:10]2[C:5](=[CH:6][CH:7]=[CH:8][CH:9]=2)[CH:4]=[CH:3][N:2]=1.C(=O)([O-])[O-].[K+].[K+].Br[C:25]1[CH:26]=[C:27]([C:31]2[N:32]([C:36]3[C:41]([CH:42]([CH3:44])[CH3:43])=[CH:40][CH:39]=[CH:38][C:37]=3[CH:45]([CH3:47])[CH3:46])[CH:33]=[CH:34][N:35]=2)[CH:28]=[CH:29][CH:30]=1. (2) Given the product [CH2:8]([O:15][C:16]1[CH:23]=[C:22]([N:1]2[CH:5]=[CH:4][CH:3]=[N:2]2)[CH:21]=[CH:20][C:17]=1[C:18]#[N:19])[C:9]1[CH:10]=[CH:11][CH:12]=[CH:13][CH:14]=1, predict the reactants needed to synthesize it. The reactants are: [NH:1]1[CH:5]=[CH:4][CH:3]=[N:2]1.[H-].[Na+].[CH2:8]([O:15][C:16]1[C:23](F)=[CH:22][CH:21]=[CH:20][C:17]=1[C:18]#[N:19])[C:9]1[CH:14]=[CH:13][CH:12]=[CH:11][CH:10]=1. (3) Given the product [CH:1]1([C:6]([O:8][CH2:9][O:10][C:11]2[N:16]=[C:15]([NH:17][CH:18]=[O:25])[C:14]([F:22])=[CH:13][N:12]=2)=[O:7])[CH2:5][CH2:4][CH2:3][CH2:2]1, predict the reactants needed to synthesize it. The reactants are: [CH:1]1([C:6]([O:8][CH2:9][O:10][C:11]2[N:16]=[C:15](/[N:17]=[CH:18]/N(C)C)[C:14]([F:22])=[CH:13][N:12]=2)=[O:7])[CH2:5][CH2:4][CH2:3][CH2:2]1.Cl.C([O-])(O)=[O:25].[Na+]. (4) Given the product [CH:1]([N:4]1[CH2:9][CH2:8][CH:7]([CH2:10][NH2:12])[CH2:6][CH2:5]1)([CH3:3])[CH3:2], predict the reactants needed to synthesize it. The reactants are: [CH:1]([N:4]1[CH2:9][CH2:8][CH:7]([C:10]([NH2:12])=O)[CH2:6][CH2:5]1)([CH3:3])[CH3:2].O.[OH-].[Na+]. (5) The reactants are: [C@@:1]12([OH:10])[N:8]([CH3:9])[C@@H:5]([CH2:6][CH2:7]1)[CH2:4][CH:3]=[CH:2]2.[F:11][CH:12]([F:30])[C:13]1([C:27]([OH:29])=[O:28])[C:26]2[CH:25]=[CH:24][CH:23]=[CH:22][C:21]=2[O:20][C:19]2[C:14]1=[CH:15][CH:16]=[CH:17][CH:18]=2.CBr. Given the product [C@@:1]12([OH:10])[N:8]([CH3:9])[C@@H:5]([CH2:6][CH2:7]1)[CH2:4][CH:3]=[CH:2]2.[F:30][CH:12]([F:11])[C:13]1([C:27]([O-:29])=[O:28])[C:26]2[CH:25]=[CH:24][CH:23]=[CH:22][C:21]=2[O:20][C:19]2[C:14]1=[CH:15][CH:16]=[CH:17][CH:18]=2, predict the reactants needed to synthesize it. (6) The reactants are: [CH2:1]([N:3]([CH2:6][C:7]1[S:11][C:10]([C:12]2[O:16][N:15]=[C:14]([C:17]3[CH:22]=[CH:21][C:20]([CH2:23][CH:24]([OH:31])[CH2:25]OS(C)(=O)=O)=[CH:19][CH:18]=3)[N:13]=2)=[CH:9][C:8]=1[CH3:32])[CH2:4][CH3:5])[CH3:2].[NH3:33]. Given the product [NH2:33][CH2:25][CH:24]([OH:31])[CH2:23][C:20]1[CH:21]=[CH:22][C:17]([C:14]2[N:13]=[C:12]([C:10]3[S:11][C:7]([CH2:6][N:3]([CH2:4][CH3:5])[CH2:1][CH3:2])=[C:8]([CH3:32])[CH:9]=3)[O:16][N:15]=2)=[CH:18][CH:19]=1, predict the reactants needed to synthesize it. (7) Given the product [S:28]1[C:22]([CH:7]([N:5]2[CH:6]=[C:2]([NH2:1])[CH:3]=[N:4]2)[CH3:8])=[CH:27][N:30]=[CH:29]1, predict the reactants needed to synthesize it. The reactants are: [NH2:1][C:2]1[CH:3]=[N:4][N:5]([CH:7]([C:22]2[CH:27]=CC=CC=2)[C:8]2(F)CCN(C(OC(C)(C)C)=O)CC2)[CH:6]=1.[S:28]1C(C(=O)C)=C[N:30]=[CH:29]1. (8) Given the product [O:1]=[C:2]([CH3:14])[CH2:3][C:4]1[O:8][N:7]=[C:6]([C:9]([OH:11])=[O:10])[CH:5]=1, predict the reactants needed to synthesize it. The reactants are: [O:1]=[C:2]([CH3:14])[CH2:3][C:4]1[O:8][N:7]=[C:6]([C:9]([O:11]CC)=[O:10])[CH:5]=1.C(=O)([O-])[O-].[Cs+].[Cs+].